From a dataset of Forward reaction prediction with 1.9M reactions from USPTO patents (1976-2016). Predict the product of the given reaction. (1) Given the reactants [Cl:1][C:2]1[CH:7]=[CH:6][C:5]([S:8]([N:11]2[C:20]3[C:15](=[CH:16][CH:17]=[CH:18][CH:19]=3)[C:14](=O)[CH:13]([C:22](=O)[C:23]([O:25][CH2:26][CH3:27])=[O:24])[CH2:12]2)(=[O:10])=[O:9])=[CH:4][CH:3]=1.[NH2:29][NH2:30], predict the reaction product. The product is: [Cl:1][C:2]1[CH:7]=[CH:6][C:5]([S:8]([N:11]2[C:20]3[CH:19]=[CH:18][CH:17]=[CH:16][C:15]=3[C:14]3=[N:29][NH:30][C:22]([C:23]([O:25][CH2:26][CH3:27])=[O:24])=[C:13]3[CH2:12]2)(=[O:10])=[O:9])=[CH:4][CH:3]=1. (2) Given the reactants Br[C:2]1[CH:7]=[CH:6][C:5]([CH2:8][C:9]([O:11][CH3:12])=[O:10])=[C:4]([O:13][CH2:14][C:15]2[CH:16]=[C:17]([C:21]3[CH:26]=[CH:25][CH:24]=[C:23]([CH2:27][NH:28][C:29]([O:31][C:32]([CH3:35])([CH3:34])[CH3:33])=[O:30])[CH:22]=3)[CH:18]=[CH:19][CH:20]=2)[CH:3]=1.CC(O[C:40]1[CH:45]=CC=[C:42](OC(C)C)[C:41]=1[C:40]1[C:45](P([CH:63]2[CH2:68][CH2:67][CH2:66]CC2)[CH:67]2[CH2:66]CC[CH2:63][CH2:68]2)=CC=[CH:42][CH:41]=1)C.C([O-])([O-])=O.[K+].[K+].C1(C)C=CC=CC=1, predict the reaction product. The product is: [C:32]([O:31][C:29]([NH:28][CH2:27][C:23]1[CH:22]=[C:21]([C:17]2[CH:18]=[CH:19][CH:20]=[C:15]([CH2:14][O:13][C:4]3[CH:3]=[C:2]([CH2:66][CH:67]4[CH2:63][CH2:68]4)[CH:7]=[CH:6][C:5]=3[CH2:8][C:9]([O:11][CH3:12])=[O:10])[CH:16]=2)[CH:26]=[CH:25][CH:24]=1)=[O:30])([CH3:35])([CH3:33])[CH3:34].[CH2:42]([C:2]1[CH:7]=[CH:6][C:5]([CH2:8][C:9]([O:11][CH3:12])=[O:10])=[C:4]([O:13][CH2:14][C:15]2[CH:16]=[C:17]([C:21]3[CH:26]=[CH:25][CH:24]=[C:23]([CH2:27][NH:28][C:29]([O:31][C:32]([CH3:33])([CH3:35])[CH3:34])=[O:30])[CH:22]=3)[CH:18]=[CH:19][CH:20]=2)[CH:3]=1)[CH2:41][CH:40]=[CH2:45]. (3) Given the reactants [C:1]1([C:7]2[CH:8]=[C:9]3[N:15]=[C:14]([CH2:16][CH2:17][CH:18]4[NH:24][C:23](=[O:25])[CH2:22][CH2:21][CH2:20][CH2:19]4)[NH:13][C:10]3=[N:11][CH:12]=2)[CH:6]=[CH:5][CH:4]=[CH:3][CH:2]=1.BrC1C=C2N=C(CCC3N[C:43](=[O:45])CCCC3)NC2=NC=1.C(=O)([O-])[O-].[Na+].[Na+].COC1C=CC(B(O)O)=CC=1, predict the reaction product. The product is: [CH3:43][O:45][C:4]1[CH:3]=[CH:2][C:1]([C:7]2[CH:8]=[C:9]3[N:15]=[C:14]([CH2:16][CH2:17][CH:18]4[NH:24][C:23](=[O:25])[CH2:22][CH2:21][CH2:20][CH2:19]4)[NH:13][C:10]3=[N:11][CH:12]=2)=[CH:6][CH:5]=1. (4) Given the reactants [Cl:1][C:2]1[CH:10]=[CH:9][C:5]([C:6](Cl)=[O:7])=[CH:4][CH:3]=1.[CH2:11]([NH:18][C:19]([C:21]1[S:25][C:24]([NH2:26])=[N:23][C:22]=1[CH3:27])=[O:20])[C:12]1[CH:17]=[CH:16][CH:15]=[CH:14][CH:13]=1, predict the reaction product. The product is: [CH2:11]([NH:18][C:19]([C:21]1[S:25][C:24]([NH:26][C:6](=[O:7])[C:5]2[CH:9]=[CH:10][C:2]([Cl:1])=[CH:3][CH:4]=2)=[N:23][C:22]=1[CH3:27])=[O:20])[C:12]1[CH:17]=[CH:16][CH:15]=[CH:14][CH:13]=1. (5) Given the reactants C([O:8][N:9]1[C:14]2[N:15]=[CH:16][N:17]=[CH:18][C:13]=2[C:12]([NH:19][CH2:20][C:21]2[CH:26]=[CH:25][CH:24]=[CH:23][N:22]=2)=[CH:11][C:10]1=[O:27])C1C=CC=CC=1.[H][H], predict the reaction product. The product is: [OH:8][N:9]1[C:14]2[N:15]=[CH:16][N:17]=[CH:18][C:13]=2[C:12]([NH:19][CH2:20][C:21]2[CH:26]=[CH:25][CH:24]=[CH:23][N:22]=2)=[CH:11][C:10]1=[O:27]. (6) Given the reactants Br[C:2]1[C:7]([Br:8])=[CH:6][C:5]([Cl:9])=[CH:4][N:3]=1.[Cu][C:11]#[N:12].C(#N)CC, predict the reaction product. The product is: [Br:8][C:7]1[C:2]([C:11]#[N:12])=[N:3][CH:4]=[C:5]([Cl:9])[CH:6]=1. (7) Given the reactants [CH3:1][CH:2]1[CH2:7][NH:6][CH2:5][CH:4]([C:8]([O:10][CH3:11])=[O:9])[CH2:3]1.[F:12][C:13]1[CH:20]=[CH:19][CH:18]=[CH:17][C:14]=1[CH:15]=O.C(O[BH-](OC(=O)C)OC(=O)C)(=O)C.[Na+], predict the reaction product. The product is: [F:12][C:13]1[CH:20]=[CH:19][CH:18]=[CH:17][C:14]=1[CH2:15][N:6]1[CH2:7][CH:2]([CH3:1])[CH2:3][CH:4]([C:8]([O:10][CH3:11])=[O:9])[CH2:5]1. (8) Given the reactants CN(C=O)C.[Br:6][C:7]1[C:15]2[N:14]=[C:13]([CH:16]([CH3:18])[CH3:17])[NH:12][C:11]=2[CH:10]=[C:9]([N+:19]([O-:21])=[O:20])[CH:8]=1.Br[CH2:23][C:24]1[CH:29]=[CH:28][CH:27]=[C:26]([C:30]([F:33])([F:32])[F:31])[C:25]=1[CH3:34].C(=O)([O-])[O-].[K+].[K+], predict the reaction product. The product is: [Br:6][C:7]1[C:15]2[N:14]=[C:13]([CH:16]([CH3:18])[CH3:17])[N:12]([CH2:23][C:24]3[CH:29]=[CH:28][CH:27]=[C:26]([C:30]([F:31])([F:32])[F:33])[C:25]=3[CH3:34])[C:11]=2[CH:10]=[C:9]([N+:19]([O-:21])=[O:20])[CH:8]=1. (9) Given the reactants [CH3:1][S:2][CH2:3][C:4]1([C:9](=[O:13])[CH2:10][C:11]#[N:12])[CH2:8][CH2:7][CH2:6][CH2:5]1.[H-].[Na+].C(#N)C.ClC1C=CC=C(C(OO)=[O:27])C=1.[OH2:30], predict the reaction product. The product is: [CH3:1][S:2]([CH2:3][C:4]1([C:9](=[O:13])[CH2:10][C:11]#[N:12])[CH2:8][CH2:7][CH2:6][CH2:5]1)(=[O:27])=[O:30].